From a dataset of Reaction yield outcomes from USPTO patents with 853,638 reactions. Predict the reaction yield, written as a fraction of the theoretical maximum amount of product (1.0 means a 100% yield; for example, 0.34 means a 34% yield). (1) The reactants are C(O)[C@H]1OC(O)[C@H](O)[C@@H](O)[C@@H]1O.O.O.O.O.O.O.[Cl-].[Mg+2].[Cl-].[C:22]([O:26][C:27]([N:29]1[CH2:36][CH2:35][C:32]2([CH2:34][CH2:33]2)[C:31](=[O:37])[CH2:30]1)=[O:28])([CH3:25])([CH3:24])[CH3:23].C1N=C(N)C2N=CN([C@@H]3O[C@H](COP(OP(OC[C@H]4O[C@@H](N5C=C(C(N)=O)CC=C5)[C@H](O)[C@@H]4O)(O)=O)(O)=O)[C@@H](O)[C@H]3O)C=2N=1.O=C[C@@H]([C@H]([C@@H]([C@@H](CO)O)O)O)O.[OH-].[Na+]. The catalyst is C1N(CCS(O)(=O)=O)CCOC1.CCCCCCC. The product is [C:22]([O:26][C:27]([N:29]1[CH2:36][CH2:35][C:32]2([CH2:34][CH2:33]2)[C@H:31]([OH:37])[CH2:30]1)=[O:28])([CH3:25])([CH3:23])[CH3:24]. The yield is 0.930. (2) The reactants are C1C=CC(NC2C=CC(N)=CC=2)=CC=1.[OH:15]C1C2N=NNC=2C=CC=1.[CH:25]1([N:31]=[C:32]=[N:33][CH:34]2[CH2:39][CH2:38][CH2:37][CH2:36][CH2:35]2)[CH2:30][CH2:29][CH2:28][CH2:27][CH2:26]1. The catalyst is C1COCC1. The product is [C:32]([NH:31][CH:25]1[CH2:26][CH2:27][CH2:28][CH2:29][CH2:30]1)([NH:33][CH:34]1[CH2:39][CH2:38][CH2:37][CH2:36][CH2:35]1)=[O:15]. The yield is 0.650. (3) The reactants are I[C:2]1[CH:3]=[N:4][CH:5]=[C:6]([I:9])[C:7]=1[OH:8].[C:10]([C:12]1[CH:13]=[C:14]([NH:18][C:19](=[O:21])[CH3:20])[CH:15]=[N:16][CH:17]=1)#[CH:11]. The catalyst is N1C=CC=CC=1.C(OCC)(=O)C.[Cu]=O. The product is [I:9][C:6]1[C:7]2[O:8][C:10]([C:12]3[CH:13]=[C:14]([NH:18][C:19](=[O:21])[CH3:20])[CH:15]=[N:16][CH:17]=3)=[CH:11][C:2]=2[CH:3]=[N:4][CH:5]=1. The yield is 0.490.